Dataset: Forward reaction prediction with 1.9M reactions from USPTO patents (1976-2016). Task: Predict the product of the given reaction. (1) The product is: [CH3:25][CH2:22][CH2:21][CH2:20][CH2:21][CH2:20][CH2:19][CH2:24][CH2:23][CH2:22][CH2:25][C:26]#[N:27]. Given the reactants CC1O[C:25]([C:22]2[CH:23]=[CH:24][CH:19]=[CH:20][CH:21]=2)=NC=1CCOS([C:19]1[CH:24]=[CH:23][C:22]([CH3:25])=[CH:21][CH:20]=1)(=O)=O.[C-:26]#[N:27].[K+], predict the reaction product. (2) Given the reactants C([O-])(=O)C.C([O:8][C@H:9]1[C@H:14]([O:15]C(=O)C)[C@@H:13]([CH2:19][O:20]C(=O)C)[O:12][C@H:11]([O:24][C:25]2[CH:30]=[CH:29][C:28]([C:31]3[CH:32]=[C:33]([C:41]([O:43][CH3:44])=[O:42])[CH:34]=[C:35]([C:37]([O:39][CH3:40])=[O:38])[CH:36]=3)=[CH:27][CH:26]=2)[C@H:10]1[F:45])(=O)C, predict the reaction product. The product is: [F:45][C@H:10]1[C@@H:9]([OH:8])[C@H:14]([OH:15])[C@@H:13]([CH2:19][OH:20])[O:12][C@@H:11]1[O:24][C:25]1[CH:26]=[CH:27][C:28]([C:31]2[CH:36]=[C:35]([C:37]([O:39][CH3:40])=[O:38])[CH:34]=[C:33]([C:41]([O:43][CH3:44])=[O:42])[CH:32]=2)=[CH:29][CH:30]=1. (3) Given the reactants [H-].[Na+].[C:3]([C:7]1[CH:8]=[C:9]([NH:26][S:27]([CH3:30])(=[O:29])=[O:28])[C:10]([O:24][CH3:25])=[C:11]([NH:13][C:14](=[O:23])[C:15]2[CH:20]=[CH:19][C:18]([CH3:21])=[C:17]([OH:22])[CH:16]=2)[CH:12]=1)([CH3:6])([CH3:5])[CH3:4].[H][H].[Cl:33][C:34]1[CH:39]=[C:38](I)[CH:37]=[CH:36][N:35]=1, predict the reaction product. The product is: [C:3]([C:7]1[CH:8]=[C:9]([NH:26][S:27]([CH3:30])(=[O:29])=[O:28])[C:10]([O:24][CH3:25])=[C:11]([NH:13][C:14](=[O:23])[C:15]2[CH:20]=[CH:19][C:18]([CH3:21])=[C:17]([O:22][C:38]3[CH:37]=[CH:36][N:35]=[C:34]([Cl:33])[CH:39]=3)[CH:16]=2)[CH:12]=1)([CH3:6])([CH3:4])[CH3:5].